Predict the product of the given reaction. From a dataset of Forward reaction prediction with 1.9M reactions from USPTO patents (1976-2016). (1) Given the reactants [CH3:1][O:2][C:3]1[C:12]([O:13][CH3:14])=[N:11][C:10]2[C:9]([C:15](Cl)=[O:16])=[C:8]([CH3:18])[C:7]([N+:19]([O-:21])=[O:20])=[CH:6][C:5]=2[N:4]=1.Cl.[C:23]([O:27][C:28](=[O:32])[CH2:29][NH:30][CH3:31])([CH3:26])([CH3:25])[CH3:24], predict the reaction product. The product is: [CH3:1][O:2][C:3]1[C:12]([O:13][CH3:14])=[N:11][C:10]2[C:9]([C:15]([N:30]([CH2:29][C:28]([O:27][C:23]([CH3:26])([CH3:25])[CH3:24])=[O:32])[CH3:31])=[O:16])=[C:8]([CH3:18])[C:7]([N+:19]([O-:21])=[O:20])=[CH:6][C:5]=2[N:4]=1. (2) Given the reactants [O:1]1[C:5]2([CH2:10][CH2:9][NH:8][CH2:7][CH2:6]2)[O:4][CH2:3][CH2:2]1.Cl[C:12]1[N:17]=[CH:16][C:15]([Cl:18])=[CH:14][N:13]=1, predict the reaction product. The product is: [Cl:18][C:15]1[CH:14]=[N:13][C:12]([N:8]2[CH2:9][CH2:10][C:5]3([O:4][CH2:3][CH2:2][O:1]3)[CH2:6][CH2:7]2)=[N:17][CH:16]=1.